From a dataset of Full USPTO retrosynthesis dataset with 1.9M reactions from patents (1976-2016). Predict the reactants needed to synthesize the given product. (1) Given the product [C:26]([O:25][C:23](=[O:24])[CH2:22][N:4]1[CH2:5][CH2:6][N:1]([C:7]([O:9][C:10]([CH3:13])([CH3:12])[CH3:11])=[O:8])[CH2:2][CH2:3]1)([CH3:29])([CH3:28])[CH3:27], predict the reactants needed to synthesize it. The reactants are: [N:1]1([C:7]([O:9][C:10]([CH3:13])([CH3:12])[CH3:11])=[O:8])[CH2:6][CH2:5][NH:4][CH2:3][CH2:2]1.C(N(CC)CC)C.Br[CH2:22][C:23]([O:25][C:26]([CH3:29])([CH3:28])[CH3:27])=[O:24]. (2) Given the product [S:1]1[C:5]2[CH:6]=[CH:7][CH:8]=[CH:9][C:4]=2[N:3]=[C:2]1[O:10][CH2:18][C:19]([NH:21][CH2:22][CH2:23][CH2:24][N:25]([CH2:27][C:28]1[CH:33]=[CH:32][C:31]([Cl:34])=[C:30]([Cl:35])[CH:29]=1)[CH3:26])=[O:20], predict the reactants needed to synthesize it. The reactants are: [S:1]1[C:5]2[CH:6]=[CH:7][CH:8]=[CH:9][C:4]=2[N:3]=[C:2]1[OH:10].C(=O)([O-])[O-].[K+].[K+].Br[CH2:18][C:19]([NH:21][CH2:22][CH2:23][CH2:24][N:25]([CH2:27][C:28]1[CH:33]=[CH:32][C:31]([Cl:34])=[C:30]([Cl:35])[CH:29]=1)[CH3:26])=[O:20]. (3) Given the product [CH3:12][O:11][C:4]1[CH:3]=[C:2]([O:13][CH2:14][CH:15]2[CH2:16][CH2:17][N:18]([CH2:21][CH2:31][CH3:32])[CH2:19][CH2:20]2)[CH:7]=[CH:6][C:5]=1[N+:8]([O-:10])=[O:9], predict the reactants needed to synthesize it. The reactants are: F[C:2]1[CH:7]=[CH:6][C:5]([N+:8]([O-:10])=[O:9])=[C:4]([O:11][CH3:12])[CH:3]=1.[OH:13][CH2:14][CH:15]1[CH2:20][CH2:19][N:18]([C:21](OC(C)(C)C)=O)[CH2:17][CH2:16]1.[H-].[Na+].F[C:31](F)(F)[C:32](O)=O.ICCC.C(=O)([O-])[O-].[K+].[K+]. (4) Given the product [Cl:14][C:12]1[CH:13]=[C:4]([C:1]#[N:2])[CH:5]=[C:6]([Cl:15])[C:7]=1[C:8]([O:10][CH3:11])=[O:9], predict the reactants needed to synthesize it. The reactants are: [C:1]([C:4]1[CH:13]=[C:12]([Cl:14])[C:7]([C:8]([O:10][CH3:11])=[O:9])=[C:6]([Cl:15])[CH:5]=1)(=O)[NH2:2].N1C=CC=CC=1. (5) Given the product [O:1]=[C:2]1[C:11]2[C:6](=[CH:7][CH:8]=[CH:9][CH:10]=2)[CH2:5][CH2:4][N:3]1[CH:12]([CH:25]([OH:30])[CH2:26][NH2:27])[CH:13]([NH:21][C:22]([CH3:24])=[O:23])[C:14]([O:16][C:17]([CH3:20])([CH3:19])[CH3:18])=[O:15], predict the reactants needed to synthesize it. The reactants are: [O:1]=[C:2]1[C:11]2[C:6](=[CH:7][CH:8]=[CH:9][CH:10]=2)[CH2:5][CH2:4][N:3]1[CH:12]([CH:25]([OH:30])[CH2:26][N+:27]([O-])=O)[CH:13]([NH:21][C:22]([CH3:24])=[O:23])[C:14]([O:16][C:17]([CH3:20])([CH3:19])[CH3:18])=[O:15].C(O)(=O)C. (6) Given the product [CH2:1]([C:8]1[N:9]=[CH:10][N:11]([CH2:25][CH2:26][C:27]2[CH:32]=[CH:31][CH:30]=[CH:29][CH:28]=2)[CH:12]=1)[C:2]1[CH:3]=[CH:4][CH:5]=[CH:6][CH:7]=1, predict the reactants needed to synthesize it. The reactants are: [CH2:1]([C:8]1[N:9]=[CH:10][NH:11][CH:12]=1)[C:2]1[CH:7]=[CH:6][CH:5]=[CH:4][CH:3]=1.C([O-])([O-])=O.[K+].[K+].C([O-])([O-])=O.[Cs+].[Cs+].[CH2:25](OS(C)(=O)=O)[CH2:26][C:27]1[CH:32]=[CH:31][CH:30]=[CH:29][CH:28]=1.